From a dataset of TCR-epitope binding with 47,182 pairs between 192 epitopes and 23,139 TCRs. Binary Classification. Given a T-cell receptor sequence (or CDR3 region) and an epitope sequence, predict whether binding occurs between them. (1) The epitope is RLRPGGKKR. The TCR CDR3 sequence is CASSYFEGQPQHF. Result: 0 (the TCR does not bind to the epitope). (2) The epitope is ITEEVGHTDLMAAY. Result: 1 (the TCR binds to the epitope). The TCR CDR3 sequence is CSASSGGGRTDTQYF. (3) The epitope is LLLGIGILV. The TCR CDR3 sequence is CASGGTGATYSNQPQHF. Result: 1 (the TCR binds to the epitope). (4) Result: 1 (the TCR binds to the epitope). The TCR CDR3 sequence is CASSQDGVRMEGYTF. The epitope is SFHSLHLLF. (5) The epitope is KLGGALQAK. The TCR CDR3 sequence is CASSSGLADNEQFF. Result: 0 (the TCR does not bind to the epitope).